From a dataset of Full USPTO retrosynthesis dataset with 1.9M reactions from patents (1976-2016). Predict the reactants needed to synthesize the given product. (1) Given the product [CH3:10][C:11]([S@@:14](/[N:16]=[CH:8]/[C:3]1[C:2]([CH3:1])=[CH:7][CH:6]=[CH:5][N:4]=1)=[O:15])([CH3:13])[CH3:12], predict the reactants needed to synthesize it. The reactants are: [CH3:1][C:2]1[C:3]([CH:8]=O)=[N:4][CH:5]=[CH:6][CH:7]=1.[CH3:10][C:11]([S@@:14]([NH2:16])=[O:15])([CH3:13])[CH3:12]. (2) Given the product [Cl:14][C:8]1[CH:7]=[C:6]2[C:11]([C:12](=[O:13])[C:3]([CH2:2][NH:1][C:30](=[O:31])[C:29]3[CH:28]=[CH:27][C:26]([C:25]4[O:21][CH:22]=[N:23][CH:24]=4)=[CH:34][CH:33]=3)=[CH:4][N:5]2[C:15]2[CH:16]=[CH:17][CH:18]=[CH:19][CH:20]=2)=[CH:10][CH:9]=1, predict the reactants needed to synthesize it. The reactants are: [NH2:1][CH2:2][C:3]1[C:12](=[O:13])[C:11]2[C:6](=[CH:7][C:8]([Cl:14])=[CH:9][CH:10]=2)[N:5]([C:15]2[CH:20]=[CH:19][CH:18]=[CH:17][CH:16]=2)[CH:4]=1.[O:21]1[C:25]([C:26]2[CH:34]=[CH:33][C:29]([C:30](O)=[O:31])=[CH:28][CH:27]=2)=[CH:24][N:23]=[CH:22]1.